Dataset: Forward reaction prediction with 1.9M reactions from USPTO patents (1976-2016). Task: Predict the product of the given reaction. (1) Given the reactants [CH:1]1[C:6](N)=[CH:5][CH:4]=[C:3]([S:8]([NH:11][C:12]2[S:16][CH:15]=[CH:14][N:13]=2)(=[O:10])=[O:9])[CH:2]=1.[ClH:17].N([O-])=O.[Na+].[S:22](=[O:24])=[O:23], predict the reaction product. The product is: [Cl:17][S:22]([C:6]1[CH:5]=[CH:4][C:3]([S:8]([NH:11][C:12]2[S:16][CH:15]=[CH:14][N:13]=2)(=[O:10])=[O:9])=[CH:2][CH:1]=1)(=[O:24])=[O:23]. (2) Given the reactants [C:1]([O:5][CH3:6])(=[O:4])[CH2:2][SH:3].N1CCCCC1.[C:13]([O:18][C:19]([CH3:22])([CH3:21])[CH3:20])(=[O:17])/[CH:14]=[CH:15]/[CH3:16], predict the reaction product. The product is: [CH3:6][O:5][C:1](=[O:4])[CH2:2][S:3][CH:15]([CH3:16])[CH2:14][C:13]([O:18][C:19]([CH3:22])([CH3:21])[CH3:20])=[O:17]. (3) Given the reactants [Cl:1][C:2]1[CH:7]=[CH:6][C:5]([CH2:8][CH2:9][CH2:10][N:11]2[CH2:16][CH2:15][N:14]([C:17]([C:19]3[NH:40][C:22]4[N:23]=[C:24]([C:34]5[CH:39]=[CH:38][CH:37]=[CH:36][CH:35]=5)[N:25]=[C:26]([NH:27][CH2:28][CH2:29][NH:30][C:31](=[O:33])[CH3:32])[C:21]=4[CH:20]=3)=[O:18])[CH2:13][CH2:12]2)=[CH:4][CH:3]=1.[CH3:41][S:42]([OH:45])(=[O:44])=[O:43], predict the reaction product. The product is: [CH3:41][S:42]([OH:45])(=[O:44])=[O:43].[Cl:1][C:2]1[CH:3]=[CH:4][C:5]([CH2:8][CH2:9][CH2:10][N:11]2[CH2:12][CH2:13][N:14]([C:17]([C:19]3[NH:40][C:22]4[N:23]=[C:24]([C:34]5[CH:35]=[CH:36][CH:37]=[CH:38][CH:39]=5)[N:25]=[C:26]([NH:27][CH2:28][CH2:29][NH:30][C:31](=[O:33])[CH3:32])[C:21]=4[CH:20]=3)=[O:18])[CH2:15][CH2:16]2)=[CH:6][CH:7]=1. (4) Given the reactants [Br:1][C:2]1[CH:8]=[C:7]([F:9])[CH:6]=[CH:5][C:3]=1[NH2:4].[N:10]([O-])=O.[Na+].Cl[Sn]Cl.Cl, predict the reaction product. The product is: [Br:1][C:2]1[CH:8]=[C:7]([F:9])[CH:6]=[CH:5][C:3]=1[NH:4][NH2:10]. (5) Given the reactants [Cl:1][CH2:2][S:3]([NH:6][C:7]1[CH:12]=[CH:11][C:10]([F:13])=[CH:9][C:8]=1[Cl:14])(=[O:5])=[O:4].[C:15](OC(=O)C)(=[O:17])[CH3:16], predict the reaction product. The product is: [Cl:14][C:8]1[CH:9]=[C:10]([F:13])[CH:11]=[CH:12][C:7]=1[N:6]([S:3]([CH2:2][Cl:1])(=[O:4])=[O:5])[C:15](=[O:17])[CH3:16]. (6) Given the reactants C(OC(=O)[NH:7][C@@H:8]([CH2:13][C:14]1[CH:19]=[CH:18][C:17]([NH2:20])=[CH:16][CH:15]=1)[C@H:9]([OH:12])[CH2:10][Cl:11])(C)(C)C.Cl.Cl[C:24]1[CH:29]=[C:28]([C:30]2[CH:35]=[CH:34][CH:33]=[CH:32][CH:31]=2)[N:27]=[CH:26][N:25]=1, predict the reaction product. The product is: [NH2:7][C@@H:8]([CH2:13][C:14]1[CH:15]=[CH:16][C:17]([NH:20][C:24]2[CH:29]=[C:28]([C:30]3[CH:35]=[CH:34][CH:33]=[CH:32][CH:31]=3)[N:27]=[CH:26][N:25]=2)=[CH:18][CH:19]=1)[C@H:9]([OH:12])[CH2:10][Cl:11]. (7) Given the reactants [CH3:1][C@H:2]1[CH2:7][CH2:6][CH2:5][NH:4][C@H:3]1[C:8]([OH:10])=[O:9].[OH-].[Na+].[C:13](Cl)([O:15][CH2:16][C:17]1[CH:22]=[CH:21][CH:20]=[CH:19][CH:18]=1)=[O:14], predict the reaction product. The product is: [CH2:16]([O:15][C:13]([N:4]1[CH2:5][CH2:6][CH2:7][C@H:2]([CH3:1])[C@@H:3]1[C:8]([OH:10])=[O:9])=[O:14])[C:17]1[CH:22]=[CH:21][CH:20]=[CH:19][CH:18]=1. (8) Given the reactants [NH2:1][C:2]1[CH:3]=[C:4]([CH:17]=[CH:18][CH:19]=1)[C:5]([NH:7][C:8]1[CH:13]=[CH:12][C:11]([N+:14]([O-:16])=[O:15])=[CH:10][CH:9]=1)=[O:6].[NH2:20][C:21]1[N:26]=[C:25]([CH3:27])[CH:24]=[C:23]([Cl:28])[N:22]=1.Cl, predict the reaction product. The product is: [ClH:28].[NH2:20][C:21]1[N:22]=[C:23]([NH:1][C:2]2[CH:3]=[C:4]([CH:17]=[CH:18][CH:19]=2)[C:5]([NH:7][C:8]2[CH:9]=[CH:10][C:11]([N+:14]([O-:16])=[O:15])=[CH:12][CH:13]=2)=[O:6])[CH:24]=[C:25]([CH3:27])[N:26]=1.